Dataset: Reaction yield outcomes from USPTO patents with 853,638 reactions. Task: Predict the reaction yield, written as a fraction of the theoretical maximum amount of product (1.0 means a 100% yield; for example, 0.34 means a 34% yield). (1) The reactants are [NH2:1][C:2](=[O:29])[CH2:3][O:4][C:5]1[CH:14]=[CH:13][C:12]([S:15](=[O:28])(=[O:27])[NH:16][C:17]2[CH:22]=[CH:21][C:20]([CH2:23][CH2:24][CH2:25][CH3:26])=[CH:19][CH:18]=2)=[CH:11][C:6]=1[C:7]([O:9]C)=[O:8].[OH-].[Na+]. The product is [CH2:23]([C:20]1[CH:21]=[CH:22][C:17]([NH:16][S:15]([C:12]2[CH:13]=[CH:14][C:5]([O:4][CH2:3][C:2](=[O:29])[NH2:1])=[C:6]([CH:11]=2)[C:7]([OH:9])=[O:8])(=[O:28])=[O:27])=[CH:18][CH:19]=1)[CH2:24][CH2:25][CH3:26]. The yield is 0.980. The catalyst is C1COCC1.CO.O. (2) The reactants are C([N-]C(C)C)(C)C.[Li+].[Cl:9][C:10]1[CH:11]=[C:12]([CH2:17][C:18]([OH:20])=[O:19])[CH:13]=[CH:14][C:15]=1[Cl:16].Br[CH2:22][CH:23]1[CH2:27][CH2:26][CH2:25][O:24]1. The catalyst is O1CCCC1.CN1CCCN(C)C1=O.CN1CCCN(C)C1=O. The product is [Cl:9][C:10]1[CH:11]=[C:12]([CH:17]([CH2:22][CH:23]2[CH2:27][CH2:26][CH2:25][O:24]2)[C:18]([OH:20])=[O:19])[CH:13]=[CH:14][C:15]=1[Cl:16]. The yield is 0.708. (3) The reactants are [Br:1][C:2]1[CH:21]=[CH:20][C:5]([O:6][C:7]2[N:14]=[C:13]([N:15]([CH2:17][CH2:18][OH:19])[CH3:16])[CH:12]=[CH:11][C:8]=2C#N)=[CH:4][C:3]=1[CH:22]=[O:23].[CH3:24][C:25]([Si:28](Cl)([CH3:30])[CH3:29])([CH3:27])[CH3:26].C[CH2:33][N:34](CC)CC. The catalyst is C1COCC1. The product is [Br:1][C:2]1[CH:21]=[CH:20][C:5]([O:6][C:7]2[CH:8]=[CH:11][C:12]([C:33]#[N:34])=[C:13]([N:15]([CH2:17][CH2:18][O:19][Si:28]([C:25]([CH3:27])([CH3:26])[CH3:24])([CH3:30])[CH3:29])[CH3:16])[N:14]=2)=[CH:4][C:3]=1[CH:22]=[O:23]. The yield is 0.850. (4) The reactants are [Cl:1][C:2]1[CH:3]=[C:4]([CH2:9][C:10]([OH:12])=[O:11])[CH:5]=[CH:6][C:7]=1[Cl:8].C([Li])CCC.Br[CH2:19][CH2:20][CH2:21][Cl:22]. The catalyst is C1COCC1.Cl. The product is [Cl:22][CH2:21][CH2:20][CH2:19][CH:9]([C:4]1[CH:5]=[CH:6][C:7]([Cl:8])=[C:2]([Cl:1])[CH:3]=1)[C:10]([OH:12])=[O:11]. The yield is 0.270. (5) The reactants are [OH:1][C@H:2]1[CH2:7][CH2:6][C@H:5]([N:8]2[CH2:12][CH2:11][CH2:10][C:9]2=[O:13])[CH2:4][CH2:3]1.C1(P(C2C=CC=CC=2)C2C=CC=CC=2)C=CC=CC=1.[N+:33]([C:36]1[CH:44]=[CH:43][C:39]([C:40](O)=[O:41])=[CH:38][CH:37]=1)([O-:35])=[O:34].N(C(OC(C)C)=O)=NC(OC(C)C)=O. The catalyst is O1CCCC1. The product is [O:13]=[C:9]1[CH2:10][CH2:11][CH2:12][N:8]1[C@@H:5]1[CH2:4][CH2:3][C@H:2]([O:1][C:40](=[O:41])[C:39]2[CH:38]=[CH:37][C:36]([N+:33]([O-:35])=[O:34])=[CH:44][CH:43]=2)[CH2:7][CH2:6]1. The yield is 0.620.